From a dataset of Forward reaction prediction with 1.9M reactions from USPTO patents (1976-2016). Predict the product of the given reaction. (1) Given the reactants ClC(Cl)(Cl)[C:3]([C:5]1[N:14]2[C:8]([CH2:9][N:10]([C:19](=[O:29])[CH2:20][S:21][C:22]3[CH:27]=[CH:26][C:25]([Br:28])=[CH:24][CH:23]=3)[C:11]3[CH:18]=[CH:17][CH:16]=[CH:15][C:12]=3[CH2:13]2)=[CH:7][CH:6]=1)=[O:4].[O:32]1[C:36]2[CH:37]=[CH:38][C:39]([CH2:41][NH2:42])=[CH:40][C:35]=2[O:34][CH2:33]1, predict the reaction product. The product is: [O:32]1[C:36]2[CH:37]=[CH:38][C:39]([CH2:41][NH:42][C:3]([C:5]3[N:14]4[C:8]([CH2:9][N:10]([C:19](=[O:29])[CH2:20][S:21][C:22]5[CH:23]=[CH:24][C:25]([Br:28])=[CH:26][CH:27]=5)[C:11]5[CH:18]=[CH:17][CH:16]=[CH:15][C:12]=5[CH2:13]4)=[CH:7][CH:6]=3)=[O:4])=[CH:40][C:35]=2[O:34][CH2:33]1. (2) Given the reactants [CH3:1][C@H:2]1[N:7]2[C:8]3[CH:9]=[C:10]([C:15]([F:18])([F:17])[F:16])[CH:11]=[CH:12][C:13]=3[CH2:14][C@@H:6]2[CH2:5][NH:4][CH2:3]1.[C:19](O[C:19]([O:21][C:22]([CH3:25])([CH3:24])[CH3:23])=[O:20])([O:21][C:22]([CH3:25])([CH3:24])[CH3:23])=[O:20], predict the reaction product. The product is: [C:22]([O:21][C:19]([N:4]1[CH2:3][C@@H:2]([CH3:1])[N:7]2[C:8]3[CH:9]=[C:10]([C:15]([F:16])([F:18])[F:17])[CH:11]=[CH:12][C:13]=3[CH2:14][C@@H:6]2[CH2:5]1)=[O:20])([CH3:25])([CH3:24])[CH3:23].